From a dataset of Reaction yield outcomes from USPTO patents with 853,638 reactions. Predict the reaction yield, written as a fraction of the theoretical maximum amount of product (1.0 means a 100% yield; for example, 0.34 means a 34% yield). (1) The reactants are [N:1]1[CH:2]=[CH:3][N:4]2[CH:9]=[CH:8][CH:7]=[C:6]([CH2:10][O:11][C:12]3[C:13]([CH:19]=[O:20])=[CH:14][C:15](=[O:18])[NH:16][CH:17]=3)[C:5]=12.C([O-])([O-])=O.[K+].[K+].Br[CH2:28][CH2:29][O:30][CH3:31]. The catalyst is CN(C=O)C. The product is [N:1]1[CH:2]=[CH:3][N:4]2[CH:9]=[CH:8][CH:7]=[C:6]([CH2:10][O:11][C:12]3[C:13]([CH:19]=[O:20])=[CH:14][C:15]([O:18][CH2:28][CH2:29][O:30][CH3:31])=[N:16][CH:17]=3)[C:5]=12. The yield is 0.0500. (2) The reactants are [CH3:1][O:2][C:3]1[CH:18]=[CH:17][C:6]([C:7]([O:9][CH2:10][C:11]2[CH:16]=[CH:15][CH:14]=[CH:13][CH:12]=2)=[O:8])=[CH:5][C:4]=1[NH:19][S:20]([CH3:23])(=[O:22])=[O:21].Br[CH2:25][C:26]([NH2:28])=[O:27].C([O-])([O-])=O.[K+].[K+]. The catalyst is CN(C=O)C.O. The product is [NH2:28][C:26](=[O:27])[CH2:25][N:19]([C:4]1[CH:5]=[C:6]([CH:17]=[CH:18][C:3]=1[O:2][CH3:1])[C:7]([O:9][CH2:10][C:11]1[CH:16]=[CH:15][CH:14]=[CH:13][CH:12]=1)=[O:8])[S:20]([CH3:23])(=[O:22])=[O:21]. The yield is 0.940.